Dataset: Choline transporter screen with 302,306 compounds. Task: Binary Classification. Given a drug SMILES string, predict its activity (active/inactive) in a high-throughput screening assay against a specified biological target. (1) The drug is S(Cc1noc(c1C(O)=O)C(=O)NC(C)C)c1c(cccc1)C. The result is 0 (inactive). (2) The drug is s1c(c(C(=O)CCC(=O)NCC2Oc3c(OC2)cccc3)cc1C)C. The result is 0 (inactive).